This data is from CYP2D6 inhibition data for predicting drug metabolism from PubChem BioAssay. The task is: Regression/Classification. Given a drug SMILES string, predict its absorption, distribution, metabolism, or excretion properties. Task type varies by dataset: regression for continuous measurements (e.g., permeability, clearance, half-life) or binary classification for categorical outcomes (e.g., BBB penetration, CYP inhibition). Dataset: cyp2d6_veith. (1) The compound is O=C(c1ccncc1)N1CCC2(CC1)CCN(C(c1ccccc1)c1ccccc1)CC2. The result is 1 (inhibitor). (2) The result is 1 (inhibitor). The drug is O/N=C/c1cc(Br)ccc1OCc1cccc(F)c1. (3) The molecule is C=C1c2cccc(O)c2C(O)=C2C(=O)[C@@]3(O)C(O)=C(C(N)=O)C(=O)[C@@H](N(C)C)[C@@H]3[C@@H](O)[C@H]12. The result is 0 (non-inhibitor). (4) The molecule is Clc1ccc(-c2ccnc(Oc3cc(Cl)ccc3Cl)n2)cc1. The result is 0 (non-inhibitor). (5) The result is 0 (non-inhibitor). The molecule is O=C1c2c(O)cc(O)cc2O[C@@H](c2ccc(O)c(O)c2)[C@H]1O. (6) The compound is O=C(Nc1ccccc1N1CCN(C(=O)c2ccc(Cl)cc2)CC1)c1cc(Br)ccc1Cl. The result is 0 (non-inhibitor). (7) The molecule is O=C(c1cc(-c2ccccc2Cl)on1)N1CCN(C(=O)c2ccco2)CC1. The result is 0 (non-inhibitor). (8) The compound is CCOC(OCC)P(=O)(O)CCCNCc1ccc(Cl)c(Cl)c1. The result is 0 (non-inhibitor). (9) The compound is O=C(N[C@@H](c1ccccc1)[C@@H]1C[C@H]1C(=O)NCc1ccccn1)OCc1ccccc1. The result is 0 (non-inhibitor).